From a dataset of Catalyst prediction with 721,799 reactions and 888 catalyst types from USPTO. Predict which catalyst facilitates the given reaction. (1) Reactant: [C:1]([O:5][C:6]([N:8]1[CH2:12][CH2:11][CH2:10][C@H:9]1[C:13](=[NH:16])[NH:14][OH:15])=[O:7])([CH3:4])([CH3:3])[CH3:2].[F:17][C:18]1([C:21](O)=O)[CH2:20][CH2:19]1.C(N=C=NC(C)C)(C)C. Product: [C:1]([O:5][C:6]([N:8]1[CH2:12][CH2:11][CH2:10][C@H:9]1[C:13]1[N:16]=[C:21]([C:18]2([F:17])[CH2:20][CH2:19]2)[O:15][N:14]=1)=[O:7])([CH3:4])([CH3:2])[CH3:3]. The catalyst class is: 272. (2) Reactant: [Cl:1][C:2]1[C:3]2[C:4](=[CH:9][N:10]([CH2:12][CH2:13][O:14]C3CCCCO3)[N:11]=2)[N:5]=[CH:6][C:7]=1[F:8].ClC1C(F)=CN=C2C=NN(CCOC3CCCCO3)C=12.[F:41][C:42]1[C:43]([C:49]2[CH:54]=[C:53]([NH2:55])[C:52]([CH3:56])=[CH:51][N:50]=2)=[N:44][C:45]([CH3:48])=[CH:46][CH:47]=1.C1(P(C2CCCCC2)C2C=CC=CC=2C2C(C(C)C)=CC(C(C)C)=CC=2C(C)C)CCCCC1.C(=O)([O-])[O-].[K+].[K+].Cl. Product: [F:8][C:7]1[CH:6]=[N:5][C:4]2=[CH:9][N:10]([CH2:12][CH2:13][OH:14])[N:11]=[C:3]2[C:2]=1[NH:55][C:53]1[C:52]([CH3:56])=[CH:51][N:50]=[C:49]([C:43]2[C:42]([F:41])=[CH:47][CH:46]=[C:45]([CH3:48])[N:44]=2)[CH:54]=1.[ClH:1]. The catalyst class is: 218.